Dataset: Forward reaction prediction with 1.9M reactions from USPTO patents (1976-2016). Task: Predict the product of the given reaction. Given the reactants C1(P(C2CCCCC2)C2C=CC=CC=2C2C(C(C)C)=CC(C(C)C)=CC=2C(C)C)CCCCC1.[O:35]1[CH2:40][CH2:39][N:38]([C:41]2[C:46]([NH2:47])=[CH:45][C:44]([N:48]3[CH2:53][CH2:52][O:51][CH2:50][CH2:49]3)=[CH:43][N:42]=2)[CH2:37][CH2:36]1.Cl[C:55]1[C:64]2[C:59](=[CH:60][C:61]([F:66])=[CH:62][C:63]=2[F:65])[N:58]=[C:57]([C:67]2[CH:72]=[C:71]([CH3:73])[CH:70]=[CH:69][N:68]=2)[C:56]=1[CH3:74].CC(C)([O-])C.[Na+], predict the reaction product. The product is: [N:38]1([C:41]2[C:46]([NH:47][C:55]3[C:64]4[C:59](=[CH:60][C:61]([F:66])=[CH:62][C:63]=4[F:65])[N:58]=[C:57]([C:67]4[CH:72]=[C:71]([CH3:73])[CH:70]=[CH:69][N:68]=4)[C:56]=3[CH3:74])=[CH:45][C:44]([N:48]3[CH2:49][CH2:50][O:51][CH2:52][CH2:53]3)=[CH:43][N:42]=2)[CH2:39][CH2:40][O:35][CH2:36][CH2:37]1.